From a dataset of Peptide-MHC class I binding affinity with 185,985 pairs from IEDB/IMGT. Regression. Given a peptide amino acid sequence and an MHC pseudo amino acid sequence, predict their binding affinity value. This is MHC class I binding data. (1) The peptide sequence is RIENEMKINR. The MHC is HLA-A03:01 with pseudo-sequence HLA-A03:01. The binding affinity (normalized) is 0.203. (2) The peptide sequence is RTDPVIDNI. The MHC is HLA-B07:02 with pseudo-sequence HLA-B07:02. The binding affinity (normalized) is 0.0847.